The task is: Regression. Given two drug SMILES strings and cell line genomic features, predict the synergy score measuring deviation from expected non-interaction effect.. This data is from NCI-60 drug combinations with 297,098 pairs across 59 cell lines. (1) Drug 1: C1=CC=C(C(=C1)C(C2=CC=C(C=C2)Cl)C(Cl)Cl)Cl. Drug 2: C#CCC(CC1=CN=C2C(=N1)C(=NC(=N2)N)N)C3=CC=C(C=C3)C(=O)NC(CCC(=O)O)C(=O)O. Cell line: MDA-MB-231. Synergy scores: CSS=-0.675, Synergy_ZIP=-2.40, Synergy_Bliss=-5.92, Synergy_Loewe=-1.76, Synergy_HSA=-3.11. (2) Drug 1: CCC1(CC2CC(C3=C(CCN(C2)C1)C4=CC=CC=C4N3)(C5=C(C=C6C(=C5)C78CCN9C7C(C=CC9)(C(C(C8N6C)(C(=O)OC)O)OC(=O)C)CC)OC)C(=O)OC)O.OS(=O)(=O)O. Drug 2: CC1CCC2CC(C(=CC=CC=CC(CC(C(=O)C(C(C(=CC(C(=O)CC(OC(=O)C3CCCCN3C(=O)C(=O)C1(O2)O)C(C)CC4CCC(C(C4)OC)O)C)C)O)OC)C)C)C)OC. Cell line: HOP-92. Synergy scores: CSS=0.856, Synergy_ZIP=-1.07, Synergy_Bliss=-1.76, Synergy_Loewe=-5.06, Synergy_HSA=-4.65. (3) Drug 1: C1CN(CCN1C(=O)CCBr)C(=O)CCBr. Drug 2: CC(C)CN1C=NC2=C1C3=CC=CC=C3N=C2N. Cell line: CCRF-CEM. Synergy scores: CSS=63.7, Synergy_ZIP=2.63, Synergy_Bliss=3.91, Synergy_Loewe=5.76, Synergy_HSA=4.19. (4) Drug 1: CN1CCC(CC1)COC2=C(C=C3C(=C2)N=CN=C3NC4=C(C=C(C=C4)Br)F)OC. Drug 2: CCN(CC)CCNC(=O)C1=C(NC(=C1C)C=C2C3=C(C=CC(=C3)F)NC2=O)C. Cell line: SF-539. Synergy scores: CSS=9.21, Synergy_ZIP=-1.90, Synergy_Bliss=1.86, Synergy_Loewe=0.212, Synergy_HSA=2.48. (5) Drug 1: CC1CCC2CC(C(=CC=CC=CC(CC(C(=O)C(C(C(=CC(C(=O)CC(OC(=O)C3CCCCN3C(=O)C(=O)C1(O2)O)C(C)CC4CCC(C(C4)OC)O)C)C)O)OC)C)C)C)OC. Drug 2: CCC1(CC2CC(C3=C(CCN(C2)C1)C4=CC=CC=C4N3)(C5=C(C=C6C(=C5)C78CCN9C7C(C=CC9)(C(C(C8N6C)(C(=O)OC)O)OC(=O)C)CC)OC)C(=O)OC)O.OS(=O)(=O)O. Cell line: SK-MEL-5. Synergy scores: CSS=1.65, Synergy_ZIP=-0.643, Synergy_Bliss=-0.274, Synergy_Loewe=0.0265, Synergy_HSA=-0.925. (6) Drug 1: C1C(C(OC1N2C=C(C(=O)NC2=O)F)CO)O. Drug 2: COC1=NC(=NC2=C1N=CN2C3C(C(C(O3)CO)O)O)N. Cell line: UACC62. Synergy scores: CSS=1.58, Synergy_ZIP=1.06, Synergy_Bliss=3.40, Synergy_Loewe=0.785, Synergy_HSA=1.28. (7) Drug 1: C1=CC(=CC=C1CCC2=CNC3=C2C(=O)NC(=N3)N)C(=O)NC(CCC(=O)O)C(=O)O. Drug 2: CCC1(CC2CC(C3=C(CCN(C2)C1)C4=CC=CC=C4N3)(C5=C(C=C6C(=C5)C78CCN9C7C(C=CC9)(C(C(C8N6C=O)(C(=O)OC)O)OC(=O)C)CC)OC)C(=O)OC)O.OS(=O)(=O)O. Cell line: SK-MEL-5. Synergy scores: CSS=37.5, Synergy_ZIP=-1.15, Synergy_Bliss=1.63, Synergy_Loewe=1.48, Synergy_HSA=1.75.